This data is from Forward reaction prediction with 1.9M reactions from USPTO patents (1976-2016). The task is: Predict the product of the given reaction. (1) The product is: [F:6][C:7]1([F:23])[CH2:10][CH:9]([C:11](=[O:12])[CH2:3][C:4]#[N:5])[CH2:8]1. Given the reactants [H-].[Na+].[CH3:3][C:4]#[N:5].[F:6][C:7]1([F:23])[CH2:10][CH:9]([C:11](OCC2C=CC(OC)=CC=2)=[O:12])[CH2:8]1.O, predict the reaction product. (2) Given the reactants [Cl:1][C:2]1[CH:11]=[C:10]2[C:5]([CH:6]=[CH:7][N+:8]([O-])=[CH:9]2)=[CH:4][C:3]=1[F:13].O=P(Cl)(Cl)[Cl:16], predict the reaction product. The product is: [Cl:16][C:9]1[C:10]2[C:5](=[CH:4][C:3]([F:13])=[C:2]([Cl:1])[CH:11]=2)[CH:6]=[CH:7][N:8]=1.